This data is from Forward reaction prediction with 1.9M reactions from USPTO patents (1976-2016). The task is: Predict the product of the given reaction. Given the reactants [OH:1][CH2:2][C:3]1[CH:8]=[CH:7][C:6]([C:9]2[CH:14]=[CH:13][CH:12]=[C:11]([CH2:15][CH:16]3[C:23]4[CH:22]=[C:21]([C:24]([O:26]C)=[O:25])[NH:20][C:19]=4[CH2:18][CH2:17]3)[CH:10]=2)=[CH:5][CH:4]=1.[OH-].[Li+].CO, predict the reaction product. The product is: [OH:1][CH2:2][C:3]1[CH:8]=[CH:7][C:6]([C:9]2[CH:14]=[CH:13][CH:12]=[C:11]([CH2:15][CH:16]3[C:23]4[CH:22]=[C:21]([C:24]([OH:26])=[O:25])[NH:20][C:19]=4[CH2:18][CH2:17]3)[CH:10]=2)=[CH:5][CH:4]=1.